Dataset: Catalyst prediction with 721,799 reactions and 888 catalyst types from USPTO. Task: Predict which catalyst facilitates the given reaction. (1) Reactant: [CH2:1]([O:5][C:6]([C:8]1[C:9]([OH:19])=[C:10]2[C:17]([CH3:18])=[N:16][S:15][C:11]2=[C:12](O)[N:13]=1)=[O:7])[CH2:2][CH2:3][CH3:4].C(OC(C1N=C(O)C2C(C)=NSC=2C=1O)=O)CCC.P(Br)(Br)([Br:41])=O. Product: [CH2:1]([O:5][C:6]([C:8]1[C:9]([OH:19])=[C:10]2[C:17]([CH3:18])=[N:16][S:15][C:11]2=[C:12]([Br:41])[N:13]=1)=[O:7])[CH2:2][CH2:3][CH3:4]. The catalyst class is: 68. (2) Product: [ClH:37].[ClH:37].[N:1]1[N:2]=[C:3]([C:10]2[CH:19]=[CH:18][C:17]3[C:12](=[C:13]([O:21][CH:22]4[CH2:27][CH2:26][NH:25][CH2:24][C:23]4([F:36])[F:35])[CH:14]=[C:15]([F:20])[CH:16]=3)[N:11]=2)[N:4]2[CH:9]=[CH:8][CH:7]=[CH:6][C:5]=12. Reactant: [N:1]1[N:2]=[C:3]([C:10]2[CH:19]=[CH:18][C:17]3[C:12](=[C:13]([O:21][CH:22]4[CH2:27][CH2:26][N:25](C(OC(C)(C)C)=O)[CH2:24][C:23]4([F:36])[F:35])[CH:14]=[C:15]([F:20])[CH:16]=3)[N:11]=2)[N:4]2[CH:9]=[CH:8][CH:7]=[CH:6][C:5]=12.[ClH:37].O1CCOCC1.CCOCC. The catalyst class is: 5. (3) Reactant: O.[C:2]([OH:6])(C)([CH3:4])[CH3:3].[N+:7]([C:10]1[CH:24]=[CH:23][C:13]([C:14]([O:16][CH2:17][CH2:18][CH2:19]CC=C)=[O:15])=[CH:12][CH:11]=1)([O-:9])=[O:8].S(S([O-])=O)([O-])(=O)=[O:26].[Na+].[Na+]. Product: [N+:7]([C:10]1[CH:24]=[CH:23][C:13]([C:14]([O:16][CH2:17][CH2:18][CH2:19][CH2:3][C@@H:2]([OH:6])[CH2:4][OH:26])=[O:15])=[CH:12][CH:11]=1)([O-:9])=[O:8]. The catalyst class is: 13. (4) Reactant: [N:1]1[C:10]2[C:5](=[CH:6][C:7]([NH:11][C:12](=[O:14])[CH3:13])=[CH:8][CH:9]=2)[N:4]=[CH:3][CH:2]=1.[H-].[Na+].I[CH3:18].O. Product: [CH3:18][N:11]([C:7]1[CH:6]=[C:5]2[C:10](=[CH:9][CH:8]=1)[N:1]=[CH:2][CH:3]=[N:4]2)[C:12](=[O:14])[CH3:13]. The catalyst class is: 1.